Dataset: Forward reaction prediction with 1.9M reactions from USPTO patents (1976-2016). Task: Predict the product of the given reaction. (1) Given the reactants [Br:1][C:2]1[CH:7]=[CH:6][C:5]([C:8]([C:10]2[CH:15]=[CH:14][C:13]([OH:16])=[CH:12][CH:11]=2)=O)=[CH:4][CH:3]=1.[CH3:17][C:18]1([CH3:27])[CH2:23][C:22]([CH3:25])([CH3:24])[CH2:21][C:20](=O)[CH2:19]1.C([O-])([O-])=O.[K+].[K+], predict the reaction product. The product is: [Br:1][C:2]1[CH:7]=[CH:6][C:5]([C:8](=[C:20]2[CH2:21][C:22]([CH3:25])([CH3:24])[CH2:23][C:18]([CH3:27])([CH3:17])[CH2:19]2)[C:10]2[CH:15]=[CH:14][C:13]([OH:16])=[CH:12][CH:11]=2)=[CH:4][CH:3]=1. (2) Given the reactants Cl[C:2]1[N:7]=[N:6][C:5]([C:8]([NH2:10])=[O:9])=[C:4]([NH:11][C:12]2[CH:16]=[CH:15][N:14]([CH3:17])[N:13]=2)[CH:3]=1.[NH2:18][C@@H:19]1[CH2:24][CH2:23][CH2:22][CH2:21][C@@H:20]1[NH:25][C:26](=[O:32])[O:27][C:28]([CH3:31])([CH3:30])[CH3:29], predict the reaction product. The product is: [C:28]([O:27][C:26](=[O:32])[NH:25][C@H:20]1[CH2:21][CH2:22][CH2:23][CH2:24][C@H:19]1[NH:18][C:2]1[N:7]=[N:6][C:5]([C:8](=[O:9])[NH2:10])=[C:4]([NH:11][C:12]2[CH:16]=[CH:15][N:14]([CH3:17])[N:13]=2)[CH:3]=1)([CH3:31])([CH3:29])[CH3:30]. (3) Given the reactants [CH3:1][O:2][C:3](=[O:13])[CH:4]([C:6]1[CH:11]=[CH:10][CH:9]=[C:8](Br)[N:7]=1)[OH:5].[CH3:14][O:15][C:16]1[CH:21]=[CH:20][CH:19]=[CH:18][C:17]=1[C:22]1[C:30]2[C:25](=[N:26][CH:27]=[C:28](B3OC(C)(C)C(C)(C)O3)[CH:29]=2)[N:24]([S:40]([C:43]2[CH:48]=[CH:47][C:46]([CH3:49])=[CH:45][CH:44]=2)(=[O:42])=[O:41])[CH:23]=1.O, predict the reaction product. The product is: [CH3:1][O:2][C:3](=[O:13])[CH:4]([OH:5])[C:6]1[CH:11]=[CH:10][CH:9]=[C:8]([C:28]2[CH:29]=[C:30]3[C:22]([C:17]4[CH:18]=[CH:19][CH:20]=[CH:21][C:16]=4[O:15][CH3:14])=[CH:23][N:24]([S:40]([C:43]4[CH:44]=[CH:45][C:46]([CH3:49])=[CH:47][CH:48]=4)(=[O:42])=[O:41])[C:25]3=[N:26][CH:27]=2)[N:7]=1. (4) Given the reactants C(=O)([O-])O.[K+].[C:6]([NH2:14])(=[NH:13])[C:7]1[CH:12]=[CH:11][CH:10]=[CH:9][CH:8]=1.Br[CH2:16][C:17]([C:19]1[CH:24]=[CH:23][C:22]([F:25])=[C:21]([CH3:26])[CH:20]=1)=O, predict the reaction product. The product is: [F:25][C:22]1[CH:23]=[CH:24][C:19]([C:17]2[N:13]=[C:6]([C:7]3[CH:12]=[CH:11][CH:10]=[CH:9][CH:8]=3)[NH:14][CH:16]=2)=[CH:20][C:21]=1[CH3:26].